The task is: Predict the reaction yield, written as a fraction of the theoretical maximum amount of product (1.0 means a 100% yield; for example, 0.34 means a 34% yield).. This data is from Reaction yield outcomes from USPTO patents with 853,638 reactions. (1) The reactants are Cl[C:2]1[CH:7]=[CH:6][C:5]([N+:8]([O-:10])=[O:9])=[CH:4][N:3]=1.[OH:11][CH:12]1[CH2:17][CH2:16][NH:15][CH2:14][CH2:13]1. The catalyst is C(O)CC. The product is [N+:8]([C:5]1[CH:6]=[CH:7][C:2]([N:15]2[CH2:16][CH2:17][CH:12]([OH:11])[CH2:13][CH2:14]2)=[N:3][CH:4]=1)([O-:10])=[O:9]. The yield is 0.970. (2) The reactants are [CH2:1]([C:3]([C:21]1[CH:26]=[CH:25][C:24]([OH:27])=[C:23]([CH3:28])[CH:22]=1)([C:6]1[CH:11]=[CH:10][C:9]([CH2:12][CH2:13][CH:14]([OH:19])[C:15]([CH3:18])([CH3:17])[CH3:16])=[C:8]([CH3:20])[CH:7]=1)[CH2:4][CH3:5])[CH3:2].C([O-])([O-])=O.[K+].[K+].[O:35]=[C:36]1[NH:40][C@@H:39]([CH2:41]OS(C2C=CC(C)=CC=2)(=O)=O)[CH2:38][CH2:37]1.[NH4+].[Cl-]. The catalyst is CC#N. The product is [CH2:1]([C:3]([C:21]1[CH:26]=[CH:25][C:24]([O:27][CH2:41][C@@H:39]2[NH:40][C:36](=[O:35])[CH2:37][CH2:38]2)=[C:23]([CH3:28])[CH:22]=1)([C:6]1[CH:11]=[CH:10][C:9]([CH2:12][CH2:13][CH:14]([OH:19])[C:15]([CH3:17])([CH3:18])[CH3:16])=[C:8]([CH3:20])[CH:7]=1)[CH2:4][CH3:5])[CH3:2]. The yield is 0.530. (3) The reactants are [NH:1]1[C:5]2[CH:6]=[CH:7][C:8]([C:10]([OH:12])=O)=[CH:9][C:4]=2[N:3]=[CH:2]1.[N+:13]([C:16]1[C:28]([OH:29])=[CH:27][C:26]2[C@@H:25]3[C@@H:20]([NH:21][CH2:22][CH2:23][CH2:24]3)[CH2:19][C:18]=2[CH:17]=1)([O-:15])=[O:14]. No catalyst specified. The product is [NH:1]1[C:5]2[CH:6]=[CH:7][C:8]([C:10]([N:21]3[CH2:22][CH2:23][CH2:24][C@@H:25]4[C:26]5[CH:27]=[C:28]([OH:29])[C:16]([N+:13]([O-:15])=[O:14])=[CH:17][C:18]=5[CH2:19][C@H:20]34)=[O:12])=[CH:9][C:4]=2[N:3]=[CH:2]1. The yield is 0.320. (4) The reactants are [H-].[H-].[H-].[H-].[Li+].[Al+3].[Al+3].[Cl-].[Cl-].[Cl-].[CH:11]([C:14]1([CH2:25][O:26][CH3:27])[CH2:19][O:18][C:17]2([CH2:24][CH2:23][CH2:22][CH2:21][CH2:20]2)[O:16][CH2:15]1)([CH3:13])[CH3:12].[OH-].[Na+].S([O-])([O-])(=O)=O.[Na+].[Na+]. The catalyst is O.C(OCC)C. The product is [CH:17]1([O:16][CH2:15][C:14]([CH2:25][O:26][CH3:27])([CH:11]([CH3:13])[CH3:12])[CH2:19][OH:18])[CH2:24][CH2:23][CH2:22][CH2:21][CH2:20]1. The yield is 0.890.